Dataset: NCI-60 drug combinations with 297,098 pairs across 59 cell lines. Task: Regression. Given two drug SMILES strings and cell line genomic features, predict the synergy score measuring deviation from expected non-interaction effect. (1) Drug 1: CNC(=O)C1=CC=CC=C1SC2=CC3=C(C=C2)C(=NN3)C=CC4=CC=CC=N4. Drug 2: CC1=C(C=C(C=C1)NC(=O)C2=CC=C(C=C2)CN3CCN(CC3)C)NC4=NC=CC(=N4)C5=CN=CC=C5. Cell line: HS 578T. Synergy scores: CSS=-0.291, Synergy_ZIP=0.397, Synergy_Bliss=-1.49, Synergy_Loewe=-4.07, Synergy_HSA=-3.70. (2) Drug 1: C1CCC(C1)C(CC#N)N2C=C(C=N2)C3=C4C=CNC4=NC=N3. Drug 2: CC1=C(C=C(C=C1)NC2=NC=CC(=N2)N(C)C3=CC4=NN(C(=C4C=C3)C)C)S(=O)(=O)N.Cl. Cell line: MDA-MB-231. Synergy scores: CSS=11.8, Synergy_ZIP=-1.95, Synergy_Bliss=4.11, Synergy_Loewe=4.74, Synergy_HSA=4.81. (3) Drug 1: CC1=C2C(C(=O)C3(C(CC4C(C3C(C(C2(C)C)(CC1OC(=O)C(C(C5=CC=CC=C5)NC(=O)OC(C)(C)C)O)O)OC(=O)C6=CC=CC=C6)(CO4)OC(=O)C)OC)C)OC. Drug 2: C1C(C(OC1N2C=NC3=C(N=C(N=C32)Cl)N)CO)O. Cell line: K-562. Synergy scores: CSS=58.4, Synergy_ZIP=2.07, Synergy_Bliss=0.0665, Synergy_Loewe=-15.5, Synergy_HSA=0.858. (4) Drug 1: C1CCN(CC1)CCOC2=CC=C(C=C2)C(=O)C3=C(SC4=C3C=CC(=C4)O)C5=CC=C(C=C5)O. Drug 2: CC1=C(N=C(N=C1N)C(CC(=O)N)NCC(C(=O)N)N)C(=O)NC(C(C2=CN=CN2)OC3C(C(C(C(O3)CO)O)O)OC4C(C(C(C(O4)CO)O)OC(=O)N)O)C(=O)NC(C)C(C(C)C(=O)NC(C(C)O)C(=O)NCCC5=NC(=CS5)C6=NC(=CS6)C(=O)NCCC[S+](C)C)O. Cell line: 786-0. Synergy scores: CSS=-1.25, Synergy_ZIP=0.328, Synergy_Bliss=-1.18, Synergy_Loewe=-1.39, Synergy_HSA=-2.11. (5) Drug 1: C1CCC(C1)C(CC#N)N2C=C(C=N2)C3=C4C=CNC4=NC=N3. Drug 2: C1=NC2=C(N1)C(=S)N=C(N2)N. Cell line: SK-MEL-5. Synergy scores: CSS=11.5, Synergy_ZIP=6.87, Synergy_Bliss=-2.27, Synergy_Loewe=-36.5, Synergy_HSA=-16.8. (6) Drug 1: CN1C2=C(C=C(C=C2)N(CCCl)CCCl)N=C1CCCC(=O)O.Cl. Drug 2: C#CCC(CC1=CN=C2C(=N1)C(=NC(=N2)N)N)C3=CC=C(C=C3)C(=O)NC(CCC(=O)O)C(=O)O. Cell line: HOP-92. Synergy scores: CSS=2.37, Synergy_ZIP=2.21, Synergy_Bliss=2.61, Synergy_Loewe=0.597, Synergy_HSA=0.747. (7) Drug 1: CC1=C(C=C(C=C1)NC(=O)C2=CC=C(C=C2)CN3CCN(CC3)C)NC4=NC=CC(=N4)C5=CN=CC=C5. Drug 2: CC1=C(C=C(C=C1)C(=O)NC2=CC(=CC(=C2)C(F)(F)F)N3C=C(N=C3)C)NC4=NC=CC(=N4)C5=CN=CC=C5. Cell line: EKVX. Synergy scores: CSS=-0.643, Synergy_ZIP=0.871, Synergy_Bliss=-0.971, Synergy_Loewe=-6.77, Synergy_HSA=-5.45. (8) Drug 1: CCC1(CC2CC(C3=C(CCN(C2)C1)C4=CC=CC=C4N3)(C5=C(C=C6C(=C5)C78CCN9C7C(C=CC9)(C(C(C8N6C)(C(=O)OC)O)OC(=O)C)CC)OC)C(=O)OC)O.OS(=O)(=O)O. Drug 2: CCCCCOC(=O)NC1=NC(=O)N(C=C1F)C2C(C(C(O2)C)O)O. Cell line: SW-620. Synergy scores: CSS=0.582, Synergy_ZIP=0.0476, Synergy_Bliss=-1.58, Synergy_Loewe=-0.166, Synergy_HSA=-2.15. (9) Drug 1: COC1=C2C(=CC3=C1OC=C3)C=CC(=O)O2. Drug 2: CC1CCCC2(C(O2)CC(NC(=O)CC(C(C(=O)C(C1O)C)(C)C)O)C(=CC3=CSC(=N3)C)C)C. Cell line: SNB-75. Synergy scores: CSS=43.0, Synergy_ZIP=3.17, Synergy_Bliss=0.754, Synergy_Loewe=-39.5, Synergy_HSA=-1.06. (10) Drug 1: CC(C)(C#N)C1=CC(=CC(=C1)CN2C=NC=N2)C(C)(C)C#N. Drug 2: C1CC(=O)NC(=O)C1N2C(=O)C3=CC=CC=C3C2=O. Cell line: OVCAR-4. Synergy scores: CSS=-5.60, Synergy_ZIP=2.80, Synergy_Bliss=-0.0496, Synergy_Loewe=-4.47, Synergy_HSA=-4.58.